From a dataset of TCR-epitope binding with 47,182 pairs between 192 epitopes and 23,139 TCRs. Binary Classification. Given a T-cell receptor sequence (or CDR3 region) and an epitope sequence, predict whether binding occurs between them. (1) The TCR CDR3 sequence is CASSYNPTGSTEAFF. The epitope is CINGVCWTV. Result: 0 (the TCR does not bind to the epitope). (2) The TCR CDR3 sequence is CASSLAVSSEQFF. The epitope is ARMILMTHF. Result: 1 (the TCR binds to the epitope). (3) The epitope is GTSGSPIIDK. The TCR CDR3 sequence is CASTARLAGTPNTQYF. Result: 0 (the TCR does not bind to the epitope). (4) The epitope is SEVGPEHSLAEY. The TCR CDR3 sequence is CASSYPLGYPEAFF. Result: 1 (the TCR binds to the epitope). (5) The epitope is SLFNTVATLY. The TCR CDR3 sequence is CSVERGTYEQYF. Result: 0 (the TCR does not bind to the epitope). (6) The epitope is TPINLVRDL. The TCR CDR3 sequence is CASNKQGWNEQFF. Result: 0 (the TCR does not bind to the epitope). (7) The epitope is KLWAQCVQL. The TCR CDR3 sequence is CSVGAGNTEAFF. Result: 0 (the TCR does not bind to the epitope). (8) The epitope is ELAGIGILTV. The TCR CDR3 sequence is CASSYGLGNQPQHF. Result: 1 (the TCR binds to the epitope). (9) The epitope is KLWAQCVQL. Result: 1 (the TCR binds to the epitope). The TCR CDR3 sequence is CASSGGQVGNQPQHF. (10) Result: 1 (the TCR binds to the epitope). The TCR CDR3 sequence is CASTPSAGLNNEQFF. The epitope is GTSGSPIINR.